From a dataset of Forward reaction prediction with 1.9M reactions from USPTO patents (1976-2016). Predict the product of the given reaction. Given the reactants [NH2:1][C:2]1[CH:3]=[C:4]([CH:14]=[CH:15][C:16]=1[S:17][CH3:18])[C:5]([NH:7][C:8]1[CH:13]=[CH:12][CH:11]=[CH:10][CH:9]=1)=[O:6].[F:19][C:20]([F:49])([F:48])[C:21]1[CH:22]=[C:23]([Bi]([C:23]2[CH:24]=[CH:25][CH:26]=[C:21]([C:20]([F:49])([F:48])[F:19])[CH:22]=2)[C:23]2[CH:24]=[CH:25][CH:26]=[C:21]([C:20]([F:49])([F:48])[F:19])[CH:22]=2)[CH:24]=[CH:25][CH:26]=1.C(N(CC)CC)C, predict the reaction product. The product is: [CH3:18][S:17][C:16]1[CH:15]=[CH:14][C:4]([C:5]([NH:7][C:8]2[CH:13]=[CH:12][CH:11]=[CH:10][CH:9]=2)=[O:6])=[CH:3][C:2]=1[NH:1][C:25]1[CH:24]=[CH:23][CH:22]=[C:21]([C:20]([F:49])([F:48])[F:19])[CH:26]=1.